From a dataset of Full USPTO retrosynthesis dataset with 1.9M reactions from patents (1976-2016). Predict the reactants needed to synthesize the given product. Given the product [Cl:12][C:10]1[CH:9]=[CH:8][C:7]([N+:13]([O-:15])=[O:14])=[C:6]([CH:11]=1)[C:5]([NH:21][CH2:22][CH2:23][CH3:24])=[N:4][CH2:1][CH2:2][CH3:3], predict the reactants needed to synthesize it. The reactants are: [CH2:1]([NH:4][C:5](=O)[C:6]1[CH:11]=[C:10]([Cl:12])[CH:9]=[CH:8][C:7]=1[N+:13]([O-:15])=[O:14])[CH2:2][CH3:3].O=S(Cl)Cl.[NH2:21][CH2:22][CH2:23][CH3:24].